This data is from Catalyst prediction with 721,799 reactions and 888 catalyst types from USPTO. The task is: Predict which catalyst facilitates the given reaction. Reactant: C([Li])CCC.[Cl-].[CH3:7][O:8][CH2:9][P+](C1C=CC=CC=1)(C1C=CC=CC=1)C1C=CC=CC=1.[O:29]1[C:33]2([CH2:38][CH2:37][C:36](=O)[CH2:35][CH2:34]2)[O:32][CH2:31][CH2:30]1. Product: [CH3:7][O:8][CH:9]=[C:36]1[CH2:37][CH2:38][C:33]2([O:32][CH2:31][CH2:30][O:29]2)[CH2:34][CH2:35]1. The catalyst class is: 1.